This data is from Forward reaction prediction with 1.9M reactions from USPTO patents (1976-2016). The task is: Predict the product of the given reaction. Given the reactants C1(P(C2C=CC=CC=2)C2C=CC=CC=2)C=CC=CC=1.S(OS(C(F)(F)F)(=O)=O)(C(F)(F)F)(=O)=O.[F:35][C:36]1[CH:41]=[CH:40][C:39]([N+:42]([O-:44])=[O:43])=[CH:38][C:37]=1[C:45]([CH3:51])([CH2:48][CH2:49][OH:50])[CH2:46]O.[K], predict the reaction product. The product is: [F:35][C:36]1[CH:41]=[CH:40][C:39]([N+:42]([O-:44])=[O:43])=[CH:38][C:37]=1[C:45]1([CH3:51])[CH2:48][CH2:49][O:50][CH2:46]1.